The task is: Predict the reaction yield, written as a fraction of the theoretical maximum amount of product (1.0 means a 100% yield; for example, 0.34 means a 34% yield).. This data is from Reaction yield outcomes from USPTO patents with 853,638 reactions. The reactants are [Br:1][C:2]1[CH:7]=[C:6]([F:8])[CH:5]=[CH:4][C:3]=1[CH:9]1[C:14]([C:15]([O:17][CH2:18][CH3:19])=[O:16])=[C:13]([CH2:20]Br)[NH:12][C:11]([C:22]2[S:23][CH:24]=[CH:25][N:26]=2)=[N:10]1.[CH3:27][C:28]1([CH3:38])[CH2:33][NH:32][C@H:31]([C:34]([O:36][CH3:37])=[O:35])[CH2:30][O:29]1. No catalyst specified. The product is [Br:1][C:2]1[CH:7]=[C:6]([F:8])[CH:5]=[CH:4][C:3]=1[CH:9]1[N:10]=[C:11]([C:22]2[S:23][CH:24]=[CH:25][N:26]=2)[NH:12][C:13]([CH2:20][N:32]2[CH2:33][C:28]([CH3:27])([CH3:38])[O:29][CH2:30][C@H:31]2[C:34]([O:36][CH3:37])=[O:35])=[C:14]1[C:15]([O:17][CH2:18][CH3:19])=[O:16]. The yield is 0.270.